From a dataset of Reaction yield outcomes from USPTO patents with 853,638 reactions. Predict the reaction yield, written as a fraction of the theoretical maximum amount of product (1.0 means a 100% yield; for example, 0.34 means a 34% yield). (1) The yield is 0.750. The reactants are [Cl:1][C:2]1[CH:3]=[N:4][N:5]([CH3:18])[C:6]=1[C:7]1[CH:8]=[C:9]([C:15]([OH:17])=O)[S:10][C:11]=1[CH2:12][CH2:13][CH3:14].[NH2:19][C@@H:20]([CH2:33][C:34]1[CH:39]=[CH:38][CH:37]=[CH:36][C:35]=1[C:40]([F:43])([F:42])[F:41])[CH2:21][N:22]1[C:30](=[O:31])[C:29]2[C:24](=[CH:25][CH:26]=[CH:27][CH:28]=2)[C:23]1=[O:32].C(N(C(C)C)CC)(C)C.F[P-](F)(F)(F)(F)F.Br[P+](N1CCCC1)(N1CCCC1)N1CCCC1. The product is [Cl:1][C:2]1[CH:3]=[N:4][N:5]([CH3:18])[C:6]=1[C:7]1[CH:8]=[C:9]([C:15]([NH:19][C@@H:20]([CH2:33][C:34]2[CH:39]=[CH:38][CH:37]=[CH:36][C:35]=2[C:40]([F:43])([F:41])[F:42])[CH2:21][N:22]2[C:30](=[O:31])[C:29]3[C:24](=[CH:25][CH:26]=[CH:27][CH:28]=3)[C:23]2=[O:32])=[O:17])[S:10][C:11]=1[CH2:12][CH2:13][CH3:14]. The catalyst is C(Cl)Cl. (2) The reactants are [Cl:1][C:2]1[CH:7]=[C:6]([Cl:8])[CH:5]=[CH:4][C:3]=1[C:9]([NH:11][C:12]1[CH:17]=[CH:16][C:15]([C:18]([F:21])([F:20])[F:19])=[CH:14][CH:13]=1)=[NH:10].Br[CH:23]([CH3:31])[C:24](=O)[C:25]([O:27][CH2:28][CH3:29])=[O:26].C([O-])(O)=O.[Na+]. The catalyst is CC(O)C. The product is [Cl:1][C:2]1[CH:7]=[C:6]([Cl:8])[CH:5]=[CH:4][C:3]=1[C:9]1[N:11]([C:12]2[CH:13]=[CH:14][C:15]([C:18]([F:21])([F:19])[F:20])=[CH:16][CH:17]=2)[C:23]([CH3:31])=[C:24]([C:25]([O:27][CH2:28][CH3:29])=[O:26])[N:10]=1. The yield is 0.520. (3) The reactants are Br[C:2]1[CH:3]=[N:4][N:5]([CH:7]2[CH2:11][CH2:10][CH2:9][CH2:8]2)[CH:6]=1.[Li]CCCC.[C:17](=[O:19])=[O:18]. The catalyst is C1COCC1. The product is [CH:7]1([N:5]2[CH:6]=[C:2]([C:17]([OH:19])=[O:18])[CH:3]=[N:4]2)[CH2:11][CH2:10][CH2:9][CH2:8]1. The yield is 0.470. (4) The reactants are [CH3:1][N:2]1[CH2:15][CH2:14][C:5]2[NH:6][C:7]3[CH:8]=[CH:9][C:10]([CH3:13])=[CH:11][C:12]=3[C:4]=2[CH2:3]1.[OH-].[K+].[CH:18]([C:21]1[CH:26]=[CH:25][C:24]([CH:27]=[CH2:28])=[CH:23][N:22]=1)([CH3:20])[CH3:19]. The catalyst is CN1CCCC1=O.O. The product is [CH:18]([C:21]1[N:22]=[CH:23][C:24]([CH2:27][CH2:28][N:6]2[C:7]3[CH:8]=[CH:9][C:10]([CH3:13])=[CH:11][C:12]=3[C:4]3[CH2:3][N:2]([CH3:1])[CH2:15][CH2:14][C:5]2=3)=[CH:25][CH:26]=1)([CH3:20])[CH3:19]. The yield is 0.140. (5) The reactants are Cl.[NH2:2][CH2:3][C:4]([O:6][C@H:7]([C:18]1[CH:23]=[CH:22][C:21]([O:24][CH:25]([F:27])[F:26])=[C:20]([O:28][CH2:29][CH:30]2[CH2:32][CH2:31]2)[CH:19]=1)[CH2:8][C:9]1[C:14]([Cl:15])=[CH:13][N+:12]([O-:16])=[CH:11][C:10]=1[Cl:17])=[O:5].[C:33]([O:37][C:38]([N:40]([C:45]1[CH:46]=[C:47]([CH:51]=[CH:52][C:53]=1[O:54][CH2:55][CH:56]1[CH2:58][CH2:57]1)C(O)=O)[S:41]([CH3:44])(=[O:43])=[O:42])=[O:39])([CH3:36])([CH3:35])[CH3:34].C(Cl)CCl.CN([CH:66]=[O:67])C. The catalyst is CN(C1C=CN=CC=1)C.Cl. The product is [C:33]([O:37][C:38]([N:40]([C:45]1[CH:46]=[CH:47][C:51]([C:66]([NH:2][CH2:3][C:4]([O:6][C@H:7]([C:18]2[CH:23]=[CH:22][C:21]([O:24][CH:25]([F:27])[F:26])=[C:20]([O:28][CH2:29][CH:30]3[CH2:32][CH2:31]3)[CH:19]=2)[CH2:8][C:9]2[C:14]([Cl:15])=[CH:13][N+:12]([O-:16])=[CH:11][C:10]=2[Cl:17])=[O:5])=[O:67])=[CH:52][C:53]=1[O:54][CH2:55][CH:56]1[CH2:57][CH2:58]1)[S:41]([CH3:44])(=[O:42])=[O:43])=[O:39])([CH3:36])([CH3:34])[CH3:35]. The yield is 1.00. (6) The reactants are [Cl:1][C:2]1[CH:10]=[CH:9][C:5]([C:6](O)=[O:7])=[C:4]([NH:11][C:12]2[CH:17]=[CH:16][CH:15]=[CH:14][CH:13]=2)[CH:3]=1.Cl.[CH3:19][NH:20][O:21][CH3:22].C(N(CC)C(C)C)(C)C. The catalyst is CN(C)C=O.C(OCC)(=O)C. The product is [Cl:1][C:2]1[CH:10]=[CH:9][C:5]([C:6]([N:20]([O:21][CH3:22])[CH3:19])=[O:7])=[C:4]([NH:11][C:12]2[CH:17]=[CH:16][CH:15]=[CH:14][CH:13]=2)[CH:3]=1. The yield is 0.564. (7) The reactants are Cl[C:2]1[CH:3]=[C:4]([CH:11]=[CH:12][N:13]=1)[C:5]([N:7]([O:9][CH3:10])[CH3:8])=[O:6].C([O-])([O-])=O.[Cs+].[Cs+].[CH3:20][C:21]1(C)[C:47]2C(=C(P(C3C=CC=CC=3)C3C=CC=CC=3)C=CC=2)OC2C(P(C3C=CC=CC=3)C3C=CC=CC=3)=CC=C[C:22]1=2.C([NH:66][C:67](=[O:69])[O-:68])(C)(C)C. The catalyst is O1CCOCC1.O.C1C=CC(/C=C/C(/C=C/C2C=CC=CC=2)=O)=CC=1.C1C=CC(/C=C/C(/C=C/C2C=CC=CC=2)=O)=CC=1.C1C=CC(/C=C/C(/C=C/C2C=CC=CC=2)=O)=CC=1.[Pd].[Pd]. The product is [CH3:10][O:9][N:7]([CH3:8])[C:5]([C:4]1[CH:11]=[CH:12][N:13]=[C:2]([NH:66][C:67](=[O:69])[O:68][C:21]([CH3:47])([CH3:22])[CH3:20])[CH:3]=1)=[O:6]. The yield is 0.500. (8) The reactants are C([O:5][C:6](=[O:18])[CH2:7][NH:8][C:9](=[O:17])[C:10]1[CH:15]=[CH:14][C:13]([OH:16])=[CH:12][CH:11]=1)(C)(C)C.[F:19][C:20]1[CH:25]=[CH:24][CH:23]=[CH:22][C:21]=1[CH2:26][CH2:27]O. No catalyst specified. The product is [F:19][C:20]1[CH:25]=[CH:24][CH:23]=[CH:22][C:21]=1[CH2:26][CH2:27][O:16][C:13]1[CH:12]=[CH:11][C:10]([C:9]([NH:8][CH2:7][C:6]([OH:5])=[O:18])=[O:17])=[CH:15][CH:14]=1. The yield is 0.730. (9) The reactants are [Cl:1][C:2]1[CH:7]=[C:6]([Cl:8])[CH:5]=[CH:4][C:3]=1[S:9](Cl)(=[O:11])=[O:10].[NH2:13][C:14]1[CH:15]=[C:16]([C:20]2[NH:24][N:23]=[N:22][N:21]=2)[CH:17]=[CH:18][CH:19]=1. No catalyst specified. The product is [Cl:1][C:2]1[CH:7]=[C:6]([Cl:8])[CH:5]=[CH:4][C:3]=1[S:9]([NH:13][C:14]1[CH:19]=[CH:18][CH:17]=[C:16]([C:20]2[NH:24][N:23]=[N:22][N:21]=2)[CH:15]=1)(=[O:11])=[O:10]. The yield is 0.0800. (10) The reactants are FC1C=C(CN)C=NC=1.[O:10]1[CH:14]=[CH:13][N:12]=[C:11]1[CH2:15][NH2:16].[CH3:17][C:18]1[N:19]=[C:20]([N:26]2[CH2:30][CH2:29][N:28]([CH2:31][CH2:32][CH2:33][C:34]([F:37])([F:36])[F:35])[C:27]2=[O:38])[S:21][C:22]=1[C:23](O)=[O:24]. No catalyst specified. The product is [CH3:17][C:18]1[N:19]=[C:20]([N:26]2[CH2:30][CH2:29][N:28]([CH2:31][CH2:32][CH2:33][C:34]([F:35])([F:36])[F:37])[C:27]2=[O:38])[S:21][C:22]=1[C:23]([NH:16][CH2:15][C:11]1[O:10][CH:14]=[CH:13][N:12]=1)=[O:24]. The yield is 0.580.